From a dataset of Full USPTO retrosynthesis dataset with 1.9M reactions from patents (1976-2016). Predict the reactants needed to synthesize the given product. (1) Given the product [CH:1]1([C:4]2[C:5]([O:22][CH2:23][C:24]([F:27])([F:26])[F:25])=[CH:6][C:7]([C:10]([NH:12][CH:13]([C:18]([F:34])([CH3:20])[CH3:19])[C:14]([NH:16][CH3:17])=[O:15])=[O:11])=[N:8][CH:9]=2)[CH2:3][CH2:2]1, predict the reactants needed to synthesize it. The reactants are: [CH:1]1([C:4]2[C:5]([O:22][CH2:23][C:24]([F:27])([F:26])[F:25])=[CH:6][C:7]([C:10]([NH:12][CH:13]([C:18](O)([CH3:20])[CH3:19])[C:14]([NH:16][CH3:17])=[O:15])=[O:11])=[N:8][CH:9]=2)[CH2:3][CH2:2]1.CCN(S(F)(F)[F:34])CC. (2) Given the product [CH3:9][C:3]1[C:4]([NH2:5])=[CH:6][CH:7]=[CH:8][C:2]=1[C:14]1[CH:15]=[CH:16][C:11]([CH3:10])=[CH:12][CH:13]=1, predict the reactants needed to synthesize it. The reactants are: Br[C:2]1[C:3]([CH3:9])=[C:4]([CH:6]=[CH:7][CH:8]=1)[NH2:5].[CH3:10][C:11]1[CH:16]=[CH:15][C:14](B(O)O)=[CH:13][CH:12]=1.C(=O)([O-])[O-].[Na+].[Na+]. (3) Given the product [F:45][C:42]([F:43])([F:44])[CH2:41][CH2:40][CH2:39][C:38]([C:35]1[CH:34]=[CH:33][C:32]([CH2:31][CH:20]([NH:21][S:22]([C:25]2[CH:30]=[CH:29][CH:28]=[CH:27][N:26]=2)(=[O:24])=[O:23])[C:16]2[N:15]=[C:14]([NH:13][CH2:48][C:49]([OH:51])=[O:50])[CH:19]=[CH:18][CH:17]=2)=[CH:37][CH:36]=1)([CH3:47])[CH3:46], predict the reactants needed to synthesize it. The reactants are: O1CCCC1.C(OC([N:13]([CH2:48][C:49]([O:51]C(C)(C)C)=[O:50])[C:14]1[CH:19]=[CH:18][CH:17]=[C:16]([CH:20]([CH2:31][C:32]2[CH:37]=[CH:36][C:35]([C:38]([CH3:47])([CH3:46])[CH2:39][CH2:40][CH2:41][C:42]([F:45])([F:44])[F:43])=[CH:34][CH:33]=2)[NH:21][S:22]([C:25]2[CH:30]=[CH:29][CH:28]=[CH:27][N:26]=2)(=[O:24])=[O:23])[N:15]=1)=O)(C)(C)C.Cl. (4) Given the product [Br:1][C:2]1[CH:7]=[CH:6][C:5]([N:8]2[C:12](=[O:13])[N:11]([C@@H:22]3[CH2:26][CH2:25][O:24][CH2:23]3)[N:10]=[CH:9]2)=[C:4]([F:14])[CH:3]=1, predict the reactants needed to synthesize it. The reactants are: [Br:1][C:2]1[CH:7]=[CH:6][C:5]([N:8]2[C:12](=[O:13])[NH:11][N:10]=[CH:9]2)=[C:4]([F:14])[CH:3]=1.[H-].[Na+].CS(O[C@H:22]1[CH2:26][CH2:25][O:24][CH2:23]1)(=O)=O. (5) Given the product [F:1][C:2]1[CH:45]=[CH:44][C:5]([CH2:6][S:7][C:8]2[N:13]([CH2:14][C:15]3[N:16]([CH2:23][C:24]4[CH:25]=[CH:26][C:27]([C:30]5[CH:35]=[CH:34][C:33]([C:36]([F:37])([F:39])[F:38])=[CH:32][CH:31]=5)=[CH:28][CH:29]=4)[C:17]([C:20]([N:48]([CH3:49])[CH3:47])=[O:22])=[CH:18][N:19]=3)[C:12]3[CH2:40][CH2:41][CH2:42][C:11]=3[C:10](=[O:43])[N:9]=2)=[CH:4][CH:3]=1, predict the reactants needed to synthesize it. The reactants are: [F:1][C:2]1[CH:45]=[CH:44][C:5]([CH2:6][S:7][C:8]2[N:13]([CH2:14][C:15]3[N:16]([CH2:23][C:24]4[CH:29]=[CH:28][C:27]([C:30]5[CH:35]=[CH:34][C:33]([C:36]([F:39])([F:38])[F:37])=[CH:32][CH:31]=5)=[CH:26][CH:25]=4)[C:17]([C:20]([OH:22])=O)=[CH:18][N:19]=3)[C:12]3[CH2:40][CH2:41][CH2:42][C:11]=3[C:10](=[O:43])[N:9]=2)=[CH:4][CH:3]=1.C[CH2:47][N:48]=[C:49]=NCCCN(C)C.C1C=CC2N(O)N=NC=2C=1.Cl.CNC.CCN(C(C)C)C(C)C.